From a dataset of Reaction yield outcomes from USPTO patents with 853,638 reactions. Predict the reaction yield, written as a fraction of the theoretical maximum amount of product (1.0 means a 100% yield; for example, 0.34 means a 34% yield). (1) The product is [CH3:30][O:16][C:14]([CH:10]1[N:11]([C:19]2[CH:24]=[CH:23][C:22]([C:25]([F:28])([F:27])[F:26])=[CH:21][N:20]=2)[CH2:12][CH2:13][N:8]([C:6]([O:5][C:1]([CH3:2])([CH3:3])[CH3:4])=[O:7])[CH2:9]1)=[O:15]. The yield is 0.580. The catalyst is C1(C)C=CC=CC=1. The reactants are [C:1]([O:5][C:6]([N:8]1[CH2:13][CH2:12][NH:11][C:10](C)([C:14]([OH:16])=[O:15])[CH2:9]1)=[O:7])([CH3:4])([CH3:3])[CH3:2].Br[C:19]1[CH:24]=[CH:23][C:22]([C:25]([F:28])([F:27])[F:26])=[CH:21][N:20]=1.[Cl-].[CH2:30](C1C=CC=C(CCC)C=1[N+]1C=CN(C2C(CCC)=CC=CC=2CCC)C=1)CC.CC(C)([O-])C.[Na+]. (2) The reactants are [CH:1]1([NH:4][C:5]2[C:10]([NH2:11])=[CH:9][N:8]=[C:7]([NH:12][CH2:13][CH2:14][C:15]3[S:16][CH:17]=[CH:18][CH:19]=3)[N:6]=2)[CH2:3][CH2:2]1.[N:20]1[CH:25]=[CH:24][C:23]([CH:26]=O)=[CH:22][CH:21]=1. The catalyst is CC(N(C)C)=O. The product is [CH:1]1([N:4]2[C:26]([C:23]3[CH:24]=[CH:25][N:20]=[CH:21][CH:22]=3)=[N:11][C:10]3[C:5]2=[N:6][C:7]([NH:12][CH2:13][CH2:14][C:15]2[S:16][CH:17]=[CH:18][CH:19]=2)=[N:8][CH:9]=3)[CH2:3][CH2:2]1. The yield is 0.350. (3) The yield is 1.00. The reactants are [Br:1][C:2]1[CH:30]=[CH:29][C:5]([CH2:6][N:7]([CH2:18][CH2:19][CH2:20][NH:21]C(OC(C)(C)C)=O)[C:8](=[O:17])[O:9][CH2:10][C:11]2[CH:16]=[CH:15][CH:14]=[CH:13][CH:12]=2)=[C:4]([F:31])[CH:3]=1.FC(F)(F)C(O)=O. The catalyst is C(Cl)Cl. The product is [NH2:21][CH2:20][CH2:19][CH2:18][N:7]([CH2:6][C:5]1[CH:29]=[CH:30][C:2]([Br:1])=[CH:3][C:4]=1[F:31])[C:8](=[O:17])[O:9][CH2:10][C:11]1[CH:12]=[CH:13][CH:14]=[CH:15][CH:16]=1. (4) The reactants are [C:1]([O:5][C:6]([N:8]1[CH2:12][CH2:11][CH2:10][CH:9]1[C:13]1[NH:17][C:16]2[CH:18]=[C:19](Br)[CH:20]=[CH:21][C:15]=2[N:14]=1)=[O:7])([CH3:4])([CH3:3])[CH3:2].[B:23]1([B:23]2[O:27][C:26]([CH3:29])([CH3:28])[C:25]([CH3:31])([CH3:30])[O:24]2)[O:27][C:26]([CH3:29])([CH3:28])[C:25]([CH3:31])([CH3:30])[O:24]1.C([O-])(=O)C.[K+]. The catalyst is O1CCOCC1.C(OCC)(=O)C.C1C=CC(P(C2C=CC=CC=2)[C-]2C=CC=C2)=CC=1.C1C=CC(P(C2C=CC=CC=2)[C-]2C=CC=C2)=CC=1.Cl[Pd]Cl.[Fe+2]. The product is [C:1]([O:5][C:6]([N:8]1[CH2:12][CH2:11][CH2:10][CH:9]1[C:13]1[NH:17][C:16]2[CH:18]=[C:19]([B:23]3[O:27][C:26]([CH3:29])([CH3:28])[C:25]([CH3:31])([CH3:30])[O:24]3)[CH:20]=[CH:21][C:15]=2[N:14]=1)=[O:7])([CH3:4])([CH3:3])[CH3:2]. The yield is 0.590. (5) The reactants are [Cl:1][C:2]1[N:7]=[C:6](Cl)[C:5]([Cl:9])=[CH:4][N:3]=1.[OH-:10].[Na+]. The catalyst is C1COCC1. The product is [Cl:1][C:2]1[N:7]=[C:6]([OH:10])[C:5]([Cl:9])=[CH:4][N:3]=1. The yield is 0.960. (6) The reactants are [CH3:1][S:2]([N:5]1[CH2:10][CH2:9][CH:8]([C:11]2[O:12][CH:13]=[C:14]([C:16]([O:18]CC)=[O:17])[N:15]=2)[CH2:7][CH2:6]1)(=[O:4])=[O:3].[OH-].[Li+]. The catalyst is C1COCC1.CO.O. The product is [CH3:1][S:2]([N:5]1[CH2:6][CH2:7][CH:8]([C:11]2[O:12][CH:13]=[C:14]([C:16]([OH:18])=[O:17])[N:15]=2)[CH2:9][CH2:10]1)(=[O:3])=[O:4]. The yield is 0.747. (7) The reactants are S(Cl)(Cl)=O.[Br:5][CH2:6][C@@:7]([OH:12])([CH3:11])[C:8](O)=[O:9].[N+:13]([C:16]1[CH:22]=[CH:21][C:19]([NH2:20])=[CH:18][C:17]=1[C:23]([F:26])([F:25])[F:24])([O-:15])=[O:14]. The catalyst is CC(N(C)C)=O. The product is [N+:13]([C:16]1[CH:22]=[CH:21][C:19]([NH:20][C:8](=[O:9])[C@:7]([OH:12])([CH3:11])[CH2:6][Br:5])=[CH:18][C:17]=1[C:23]([F:24])([F:25])[F:26])([O-:15])=[O:14]. The yield is 0.800. (8) The reactants are CS(O[CH2:6][C:7]1[C:12]([CH3:13])=[C:11]([O:14][CH2:15][CH:16]2[CH2:21][O:20][C:19]([CH3:23])([CH3:22])[O:18][CH2:17]2)[C:10]([CH3:24])=[CH:9][N:8]=1)(=O)=O.[SH:25][C:26]1[NH:27][C:28]2[CH:34]=[CH:33][CH:32]=[CH:31][C:29]=2[N:30]=1.C(N(CC)CC)C. The catalyst is O1CCCC1. The product is [CH3:23][C:19]1([CH3:22])[O:18][CH2:17][CH:16]([CH2:15][O:14][C:11]2[C:10]([CH3:24])=[CH:9][N:8]=[C:7]([CH2:6][S:25][C:26]3[NH:30][C:29]4[CH:31]=[CH:32][CH:33]=[CH:34][C:28]=4[N:27]=3)[C:12]=2[CH3:13])[CH2:21][O:20]1. The yield is 0.955.